From a dataset of Full USPTO retrosynthesis dataset with 1.9M reactions from patents (1976-2016). Predict the reactants needed to synthesize the given product. Given the product [Br:10][C:9]1[C:5]2[O:4][CH2:3][C:2](=[O:14])[NH:1][C:11](=[O:12])[C:6]=2[S:7][CH:8]=1, predict the reactants needed to synthesize it. The reactants are: [NH2:1][C:2](=[O:14])[CH2:3][O:4][C:5]1[C:9]([Br:10])=[CH:8][S:7][C:6]=1[C:11](O)=[O:12].ON1C2C=CC=CC=2N=N1.Cl.C(N=C=NCCCN(C)C)C.